This data is from Full USPTO retrosynthesis dataset with 1.9M reactions from patents (1976-2016). The task is: Predict the reactants needed to synthesize the given product. Given the product [Br:1][C:2]1[CH:3]=[C:4]([CH2:8][C:9]([N:13]([O:14][CH3:15])[CH3:12])=[O:11])[CH:5]=[CH:6][CH:7]=1, predict the reactants needed to synthesize it. The reactants are: [Br:1][C:2]1[CH:3]=[C:4]([CH2:8][C:9]([OH:11])=O)[CH:5]=[CH:6][CH:7]=1.[CH3:12][NH:13][O:14][CH3:15].Cl.C(N=C=NCCCN(C)C)C.ON1C2C=CC=CC=2N=N1.